This data is from Experimentally validated miRNA-target interactions with 360,000+ pairs, plus equal number of negative samples. The task is: Binary Classification. Given a miRNA mature sequence and a target amino acid sequence, predict their likelihood of interaction. (1) The miRNA is mmu-miR-27a-3p with sequence UUCACAGUGGCUAAGUUCCGC. The protein sequence of the target gene is MGETLGDSPVDPEHGAFADALPMSTSQEITMVDTEMPFWPTNFGISSVDLSVMEDHSHSFDIKPFTTVDFSSISAPHYEDIPFTRADPMVADYKYDLKLQEYQSAIKVEPASPPYYSEKTQLYNRPHEEPSNSLMAIECRVCGDKASGFHYGVHACEGCKGFFRRTIRLKLIYDRCDLNCRIHKKSRNKCQYCRFQKCLAVGMSHNAIRFGRMPQAEKEKLLAEISSDIDQLNPESADLRALAKHLYDSYIKSFPLTKAKARAILTGKTTDKSPFVIYDMNSLMMGEDKIKFKHITPLQE.... Result: 1 (interaction). (2) The miRNA is hsa-miR-1305 with sequence UUUUCAACUCUAAUGGGAGAGA. The protein sequence of the target gene is MATGSAQGNFTGHTKKTNGNNGTNGALVQSPSNQSALGAGGANSNGSAARVWGVATGSSSGLAHCSVSGGDGKMDTMIGDGRSQNCWGASNSNAGINLNLNPNANPAAWPVLGHEGTVATGNPSSICSPVSAIGQNMGNQNGNPTGTLGAWGNLLPQESTEPQTSTSQNVSFSAQPQNLNTDGPNNTNPMNSSPNPINAMQTNGLPNWGMAVGMGAIIPPHLQGLPGANGSSVSQVSGGSAEGISNSVWGLSPGNPATGNSNSGFSQGNGDTVNSALSAKQNGSSSAVQKEGSGGNAWDS.... Result: 1 (interaction). (3) The miRNA is mmu-miR-466h-3p with sequence UACGCACGCACACACACAC. The protein sequence of the target gene is MTLESMMACCLSDEVKESKRINAEIEKQLRRDKRDARRELKLLLLGTGESGKSTFIKQMRIIHGAGYSEEDKRGFTKLVYQNIFTAMQAMVRAMETLKILYKYEQNKANALLIREVDVEKVTTFEHQYVNAIKTLWSDPGVQECYDRRREFQLSDSAKYYLTDVDRIATVGYLPTQQDVLRVRVPTTGIIEYPFDLENIIFRMVDVGGQRSERRKWIHCFENVTSIMFLVALSEYDQVLVESDNENRMEESKALFRTIITYPWFQNSSVILFLNKKDLLEDKILHSHLVDYFPEFDGPQR.... Result: 0 (no interaction). (4) The miRNA is hsa-miR-7847-3p with sequence CGUGGAGGACGAGGAGGAGGC. The protein sequence of the target gene is MSEKSVEAAAELSAKDLKEKKEKVEEKASRKERKKEVVEEEENGAEEEEEETAEDGEEEDEGEEEDEEEEEEDDEGPALKRAAEEEDEADPKRQKTENGASA. Result: 1 (interaction). (5) The miRNA is hsa-let-7a-2-3p with sequence CUGUACAGCCUCCUAGCUUUCC. The protein sequence of the target gene is MAMHFIFSDTAVLLFDFWSVHSPAGMALSVLVLLLLAVLYEGIKVGKAKLLNQVLVNLPTSISQQTIAETDGDSAGSDSFPVGRTHHRWYLCHFGQSLIHVIQVVIGYFIMLAVMSYNTWIFLGVVLGSAVGYYLAYPLLSTA. Result: 0 (no interaction).